From a dataset of Forward reaction prediction with 1.9M reactions from USPTO patents (1976-2016). Predict the product of the given reaction. (1) The product is: [CH2:1]([NH:4][C:5]([C:7]1([CH2:20][CH2:21][CH2:22][CH2:23][N:38]2[CH2:39][CH2:40][N:35]([C:27]3[N:26]([CH3:25])[C:30]4[CH:31]=[CH:32][CH:33]=[CH:34][C:29]=4[N:28]=3)[CH2:36][CH2:37]2)[C:19]2[CH:18]=[CH:17][CH:16]=[CH:15][C:14]=2[C:13]2[C:8]1=[CH:9][CH:10]=[CH:11][CH:12]=2)=[O:6])[CH2:2][CH3:3]. Given the reactants [CH2:1]([NH:4][C:5]([C:7]1([CH2:20][CH2:21][CH2:22][CH2:23]Br)[C:19]2[CH:18]=[CH:17][CH:16]=[CH:15][C:14]=2[C:13]2[C:8]1=[CH:9][CH:10]=[CH:11][CH:12]=2)=[O:6])[CH2:2][CH3:3].[CH3:25][N:26]1[C:30]2[CH:31]=[CH:32][CH:33]=[CH:34][C:29]=2[N:28]=[C:27]1[N:35]1[CH2:40][CH2:39][NH:38][CH2:37][CH2:36]1, predict the reaction product. (2) The product is: [Cl:1][C:2]1[CH:3]=[CH:4][C:5]2[S:8][C:9]([CH3:10])=[CH:13][C:6]=2[CH:7]=1. Given the reactants [Cl:1][C:2]1[CH:7]=[CH:6][C:5]([S:8][CH2:9][C:10](Cl)=C)=[CH:4][CH:3]=1.[CH3:13]C(OC)(C)C, predict the reaction product. (3) Given the reactants [CH2:1]([OH:6])[CH2:2][CH2:3][CH2:4][CH3:5].[CH2:7]1[CH2:12][CH2:11][CH2:10][CH2:9][CH2:8]1.C(OOC(C)(C)C)(C)(C)C, predict the reaction product. The product is: [CH:7]1([O:6][CH2:1][CH2:2][CH2:3][CH2:4][CH3:5])[CH2:12][CH2:11][CH2:10][CH2:9][CH2:8]1.